The task is: Predict the reaction yield, written as a fraction of the theoretical maximum amount of product (1.0 means a 100% yield; for example, 0.34 means a 34% yield).. This data is from Reaction yield outcomes from USPTO patents with 853,638 reactions. (1) The reactants are [N:1]1[CH:6]=[CH:5][CH:4]=[CH:3][C:2]=1[C:7]([NH:10][C:11]([NH:13][O:14][C:15]1[N:20]=[CH:19][C:18]2[N:21]=[C:22]([C:24]([F:27])([F:26])[F:25])[S:23][C:17]=2[CH:16]=1)=[O:12])([CH3:9])[CH3:8].C(=O)([O-])[O-].[K+].[K+].[CH2:34](I)[CH3:35].C(OCC)(=O)C. The catalyst is CN(C)C=O. The product is [CH2:34]([N:13]([O:14][C:15]1[N:20]=[CH:19][C:18]2[N:21]=[C:22]([C:24]([F:26])([F:27])[F:25])[S:23][C:17]=2[CH:16]=1)[C:11]([NH:10][C:7]([C:2]1[CH:3]=[CH:4][CH:5]=[CH:6][N:1]=1)([CH3:8])[CH3:9])=[O:12])[CH3:35]. The yield is 0.840. (2) The reactants are [C:1]([O:5][C:6]([N:8]1[CH2:13][CH2:12][N:11]([CH2:14][C:15]([N:17]2[C:25]3[C:20](=[CH:21][CH:22]=[C:23]([C:26]([CH3:28])=[CH2:27])[CH:24]=3)[CH2:19][CH2:18]2)=[O:16])[CH2:10][C@H:9]1[CH3:29])=[O:7])([CH3:4])([CH3:3])[CH3:2]. The catalyst is [Pd].CO. The product is [C:1]([O:5][C:6]([N:8]1[CH2:13][CH2:12][N:11]([CH2:14][C:15]([N:17]2[C:25]3[C:20](=[CH:21][CH:22]=[C:23]([CH:26]([CH3:28])[CH3:27])[CH:24]=3)[CH2:19][CH2:18]2)=[O:16])[CH2:10][C@H:9]1[CH3:29])=[O:7])([CH3:4])([CH3:3])[CH3:2]. The yield is 0.860. (3) The reactants are [CH2:1]=[CH:2][CH2:3][CH2:4][CH2:5][CH2:6][CH2:7]CCC.[CH2:11]([OH:16])/[CH:12]=[CH:13]\[CH2:14]O. The catalyst is O1CCCC1. The product is [CH2:11]([OH:16])[CH:12]=[CH:13][CH2:14][CH2:1][CH2:2][CH2:3][CH2:4][CH2:5][CH2:6][CH3:7]. The yield is 0.650. (4) The reactants are S(Cl)([Cl:4])(=O)=O.[O:6]=[C:7]([CH3:14])[CH2:8][C:9]([O:11][CH2:12][CH3:13])=[O:10]. The catalyst is C(Cl)Cl. The product is [Cl:4][CH:8]([C:7](=[O:6])[CH3:14])[C:9]([O:11][CH2:12][CH3:13])=[O:10]. The yield is 0.830. (5) The reactants are [OH:1][C@H:2]([CH2:8][C:9]1([CH3:14])OCC[O:10]1)[CH2:3][C:4]([O:6][CH3:7])=[O:5].S(C1C=CC(C)=CC=1)([O-])(=O)=O.[NH+]1C=CC=CC=1. The catalyst is CC(C)=O.O. The product is [OH:1][C@H:2]([CH2:8][C:9](=[O:10])[CH3:14])[CH2:3][C:4]([O:6][CH3:7])=[O:5]. The yield is 0.850.